Dataset: Catalyst prediction with 721,799 reactions and 888 catalyst types from USPTO. Task: Predict which catalyst facilitates the given reaction. Reactant: C([O:5][C:6]([C:8]1[C:9]([O:26][CH:27]([CH3:32])[C:28]([F:31])([F:30])[F:29])=[N:10][C:11]2[C:16]([C:17]=1[C:18]1[CH:23]=[CH:22][CH:21]=[C:20]([Cl:24])[CH:19]=1)=[CH:15][C:14]([Cl:25])=[CH:13][CH:12]=2)=[O:7])(C)(C)C.Cl. Product: [Cl:25][C:14]1[CH:15]=[C:16]2[C:11](=[CH:12][CH:13]=1)[N:10]=[C:9]([O:26][CH:27]([CH3:32])[C:28]([F:31])([F:30])[F:29])[C:8]([C:6]([OH:7])=[O:5])=[C:17]2[C:18]1[CH:23]=[CH:22][CH:21]=[C:20]([Cl:24])[CH:19]=1. The catalyst class is: 12.